From a dataset of Drug-target binding data from BindingDB using IC50 measurements. Regression. Given a target protein amino acid sequence and a drug SMILES string, predict the binding affinity score between them. We predict pIC50 (pIC50 = -log10(IC50 in M); higher means more potent). Dataset: bindingdb_ic50. (1) The small molecule is CCc1cc(Cc2cnc(N)nc2N)cc(CC)c1OCCO. The target protein (Q920D2) has sequence MVRPLNCIVAVSQNMGIGKNGDLPWPLLRNEFKYFQRMTTTSSVEGKQNLVIMGRKTWFSIPEKNRPLKDRINIVLSRELKEPPQGAHFLAKSLDDALKLIEQPELASKVDMVWVVGGSSVYQEAMNQPGHLRLFVTRIMQEFESDTFFPEIDLEKYKLLPEYPGVLSEIQEEKGIKYKFEVYEKKD. The pIC50 is 3.9. (2) The compound is COC(=O)C[C@H]1Nc2ccc(C(=O)N(C)Cc3cc4ccccc4n3C)cc2CN(C)C1=O. The target protein (P44432) has sequence MGFLTGKRILVTGLASNRSIAYGIAKSMKEQGAELAFTYLNDKLQPRVEEFAKEFGSDIVLPLDVATDESIQNCFAELSKRWDKFDGFIHAIAFAPGDQLDGDYVNAATREGYRIAHDISAYSFVAMAQAARPYLNPNAALLTLSYLGAERAIPNYNVMCLAKASLEAATRVMAADLGKEGIRVNAISAGPIRTLAASGIKNFKKMLSTFEKTAALRRTVTIEDVGNSAAFLCSDLASGITGEIVHVDAGFSITAMGELGEE. The pIC50 is 5.3. (3) The compound is CN1CCC=C(c2ccc(CN(C)Cc3ccc(Cl)cc3)cc2)C1. The target protein (P48449) has sequence MTEGTCLRRRGGPYKTEPATDLGRWRLNCERGRQTWTYLQDERAGREQTGLEAYALGLDTKNYFKDLPKAHTAFEGALNGMTFYVGLQAEDGHWTGDYGGPLFLLPGLLITCHVARIPLPAGYREEIVRYLRSVQLPDGGWGLHIEDKSTVFGTALNYVSLRILGVGPDDPDLVRARNILHKKGGAVAIPSWGKFWLAVLNVYSWEGLNTLFPEMWLFPDWAPAHPSTLWCHCRQVYLPMSYCYAVRLSAAEDPLVQSLRQELYVEDFASIDWLAQRNNVAPDELYTPHSWLLRVVYALLNLYEHHHSAHLRQRAVQKLYEHIVADDRFTKSISIGPISKTINMLVRWYVDGPASTAFQEHVSRIPDYLWMGLDGMKMQGTNGSQIWDTAFAIQALLEAGGHHRPEFSSCLQKAHEFLRLSQVPDNPPDYQKYYRQMRKGGFSFSTLDCGWIVSDCTAEALKAVLLLQEKCPHVTEHIPRERLCDAVAVLLNMRNPDGGF.... The pIC50 is 5.6.